From a dataset of Forward reaction prediction with 1.9M reactions from USPTO patents (1976-2016). Predict the product of the given reaction. Given the reactants [CH2:1]([O:8][C:9](=[O:24])[NH:10][C@@H:11]([CH3:23])[CH2:12][N:13]1[C:21]2[C:16](=[CH:17][CH:18]=[C:19]([OH:22])[CH:20]=2)[CH:15]=[N:14]1)[C:2]1[CH:7]=[CH:6][CH:5]=[CH:4][CH:3]=1.[Br:25]N1C(=O)CCC1=O.S([O-])([O-])=O.[Na+].[Na+], predict the reaction product. The product is: [Br:25][C:20]1[C:19]([OH:22])=[CH:18][CH:17]=[C:16]2[C:21]=1[N:13]([CH2:12][C@@H:11]([NH:10][C:9](=[O:24])[O:8][CH2:1][C:2]1[CH:7]=[CH:6][CH:5]=[CH:4][CH:3]=1)[CH3:23])[N:14]=[CH:15]2.